The task is: Predict which catalyst facilitates the given reaction.. This data is from Catalyst prediction with 721,799 reactions and 888 catalyst types from USPTO. Reactant: O1CCCC1.[Si]([O:13][C:14]1[CH:19]=[CH:18][C:17]([N:20]2[C:24]3[CH:25]=[C:26]([C:29]#[N:30])[CH:27]=[CH:28][C:23]=3[N:22]=[CH:21]2)=[CH:16][CH:15]=1)(C(C)(C)C)(C)C.[F-].C([N+](CCCC)(CCCC)CCCC)CCC.O1CCCC1. Product: [OH:13][C:14]1[CH:15]=[CH:16][C:17]([N:20]2[C:24]3[CH:25]=[C:26]([C:29]#[N:30])[CH:27]=[CH:28][C:23]=3[N:22]=[CH:21]2)=[CH:18][CH:19]=1. The catalyst class is: 6.